This data is from Forward reaction prediction with 1.9M reactions from USPTO patents (1976-2016). The task is: Predict the product of the given reaction. (1) Given the reactants [Cl:1][C:2]1[CH:3]=[CH:4][C:5]2[N:11]3[CH:12]=[CH:13][CH:14]=[C:10]3[C@H:9]([CH2:15][CH2:16][C:17]([N:19]3[CH2:24][CH2:23][CH:22]([C:25]([O:27]CC)=[O:26])[CH2:21][CH2:20]3)=[O:18])[O:8][C@@H:7]([C:30]3[CH:35]=[CH:34][CH:33]=[C:32]([O:36][CH3:37])[C:31]=3[O:38][CH3:39])[C:6]=2[CH:40]=1.C(=O)([O-])[O-].[K+].[K+].Cl.C(OCC)(=O)C, predict the reaction product. The product is: [Cl:1][C:2]1[CH:3]=[CH:4][C:5]2[N:11]3[CH:12]=[CH:13][CH:14]=[C:10]3[C@H:9]([CH2:15][CH2:16][C:17]([N:19]3[CH2:20][CH2:21][CH:22]([C:25]([OH:27])=[O:26])[CH2:23][CH2:24]3)=[O:18])[O:8][C@@H:7]([C:30]3[CH:35]=[CH:34][CH:33]=[C:32]([O:36][CH3:37])[C:31]=3[O:38][CH3:39])[C:6]=2[CH:40]=1. (2) The product is: [Cl:17][C:14]1[CH:15]=[CH:16][C:9]([O:8][CH2:1][C:2]2[CH:3]=[CH:4][CH:5]=[CH:6][CH:7]=2)=[C:10]([C:11](=[O:12])[CH2:19][CH2:18][C:20](=[O:21])[CH3:22])[CH:13]=1. Given the reactants [CH2:1]([O:8][C:9]1[CH:16]=[CH:15][C:14]([Cl:17])=[CH:13][C:10]=1[CH:11]=[O:12])[C:2]1[CH:7]=[CH:6][CH:5]=[CH:4][CH:3]=1.[CH:18]([C:20]([CH3:22])=[O:21])=[CH2:19].C(N(CC)CC)C, predict the reaction product. (3) Given the reactants Cl.[CH3:2][O:3][C:4](=[O:17])[C@H:5]([CH2:7][C:8]1[CH:13]=[CH:12][C:11]([N+:14]([O-:16])=[O:15])=[CH:10][CH:9]=1)[NH2:6].[CH3:18][S:19][CH2:20][CH2:21][CH2:22][CH2:23][C:24]1([C:29](O)=[O:30])[CH2:28][CH2:27][CH2:26][CH2:25]1.CN(C(ON1N=NC2C=CC=CC1=2)=[N+](C)C)C.F[P-](F)(F)(F)(F)F.C(N(C(C)C)CC)(C)C, predict the reaction product. The product is: [CH3:2][O:3][C:4](=[O:17])[C@H:5]([CH2:7][C:8]1[CH:13]=[CH:12][C:11]([N+:14]([O-:16])=[O:15])=[CH:10][CH:9]=1)[NH:6][C:29]([C:24]1([CH2:23][CH2:22][CH2:21][CH2:20][S:19][CH3:18])[CH2:28][CH2:27][CH2:26][CH2:25]1)=[O:30]. (4) The product is: [Br:21][C:20]([Br:24])=[CH:37][C@@H:33]1[CH2:34][CH2:35][CH2:36][N:32]1[C:30]([O:29][C:25]([CH3:26])([CH3:28])[CH3:27])=[O:31]. Given the reactants C1(P(C2C=CC=CC=2)C2C=CC=CC=2)C=CC=CC=1.[C:20]([Br:24])(Br)(Br)[Br:21].[C:25]([O:29][C:30]([N:32]1[CH2:36][CH2:35][CH2:34][CH:33]1[CH:37]=O)=[O:31])([CH3:28])([CH3:27])[CH3:26].C(=O)(O)[O-].[Na+], predict the reaction product. (5) Given the reactants [CH:1]1([NH:6][CH2:7][C:8]([F:15])([F:14])[C:9]([O:11][CH2:12][CH3:13])=[O:10])[CH2:5][CH2:4][CH2:3][CH2:2]1.C([O-])([O-])=O.[K+].[K+].[Cl:22][C:23]1[N:28]=[C:27](Cl)[C:26]([N+:30]([O-:32])=[O:31])=[CH:25][N:24]=1, predict the reaction product. The product is: [Cl:22][C:23]1[N:28]=[C:27]([N:6]([CH:1]2[CH2:2][CH2:3][CH2:4][CH2:5]2)[CH2:7][C:8]([F:14])([F:15])[C:9]([O:11][CH2:12][CH3:13])=[O:10])[C:26]([N+:30]([O-:32])=[O:31])=[CH:25][N:24]=1.